This data is from Catalyst prediction with 721,799 reactions and 888 catalyst types from USPTO. The task is: Predict which catalyst facilitates the given reaction. (1) Reactant: [CH3:1][C:2]1[CH:7]=[CH:6][C:5]([C:8]2[C:9]([C:14]([NH2:16])=[O:15])=[CH:10][CH:11]=[CH:12][CH:13]=2)=[CH:4][CH:3]=1.C1C(=O)N([Br:24])C(=O)C1.CC(N=NC(C#N)(C)C)(C#N)C. Product: [Br:24][CH2:1][C:2]1[CH:7]=[CH:6][C:5]([C:8]2[C:9]([C:14]([NH2:16])=[O:15])=[CH:10][CH:11]=[CH:12][CH:13]=2)=[CH:4][CH:3]=1. The catalyst class is: 417. (2) Reactant: C([O:3][C:4]([C:6]1[C:14]2[CH2:13][CH2:12][N:11]([C:15]3[CH:20]=[CH:19][C:18]([N:21]4[CH2:26][CH2:25][CH2:24][CH2:23][C:22]4=[O:27])=[CH:17][CH:16]=3)[C:10](=[O:28])[C:9]=2[N:8]([C:29]2[CH:34]=[CH:33][C:32]([O:35][CH3:36])=[CH:31][CH:30]=2)[N:7]=1)=O)C.C([NH2:39])=O.CO[Na].O. Product: [CH3:36][O:35][C:32]1[CH:31]=[CH:30][C:29]([N:8]2[C:9]3[C:10](=[O:28])[N:11]([C:15]4[CH:20]=[CH:19][C:18]([N:21]5[CH2:26][CH2:25][CH2:24][CH2:23][C:22]5=[O:27])=[CH:17][CH:16]=4)[CH2:12][CH2:13][C:14]=3[C:6]([C:4]([NH2:39])=[O:3])=[N:7]2)=[CH:34][CH:33]=1. The catalyst class is: 121. (3) Reactant: [CH:1]1([S:6][CH:7]([C:11]2[CH:16]=[CH:15][CH:14]=[C:13]([C:17]#[N:18])[CH:12]=2)[C:8]([OH:10])=O)[CH2:5][CH2:4][CH2:3][CH2:2]1.[NH2:19][C:20]1[CH:25]=[CH:24][CH:23]=[CH:22][N:21]=1. Product: [CH:1]1([S:6][CH:7]([C:11]2[CH:16]=[CH:15][CH:14]=[C:13]([C:17]#[N:18])[CH:12]=2)[C:8]([NH:19][C:20]2[CH:25]=[CH:24][CH:23]=[CH:22][N:21]=2)=[O:10])[CH2:2][CH2:3][CH2:4][CH2:5]1. The catalyst class is: 1.